Predict the reaction yield, written as a fraction of the theoretical maximum amount of product (1.0 means a 100% yield; for example, 0.34 means a 34% yield). From a dataset of Reaction yield outcomes from USPTO patents with 853,638 reactions. (1) The reactants are [C:1]([C:3]1[CH:8]=[CH:7][C:6]([CH:9]2[C:14]([C:15]([OH:17])=O)=[C:13]([CH3:18])[N:12]([C:19]3[CH:24]=[CH:23][CH:22]=[C:21]([C:25]([F:28])([F:27])[F:26])[CH:20]=3)[C:11](=[O:29])[NH:10]2)=[C:5]([S:30]([C:33]2[CH:38]=[CH:37][CH:36]=[CH:35][CH:34]=2)(=[O:32])=[O:31])[CH:4]=1)#[N:2].C[N:40](C(ON1N=NC2C=CC=NC1=2)=[N+](C)C)C.F[P-](F)(F)(F)(F)F.[Cl-].[NH4+].N.CCN(C(C)C)C(C)C. The catalyst is CN(C=O)C.O1CCOCC1. The product is [C:1]([C:3]1[CH:8]=[CH:7][C:6]([CH:9]2[C:14]([C:15]([NH2:40])=[O:17])=[C:13]([CH3:18])[N:12]([C:19]3[CH:24]=[CH:23][CH:22]=[C:21]([C:25]([F:26])([F:28])[F:27])[CH:20]=3)[C:11](=[O:29])[NH:10]2)=[C:5]([S:30]([C:33]2[CH:34]=[CH:35][CH:36]=[CH:37][CH:38]=2)(=[O:32])=[O:31])[CH:4]=1)#[N:2]. The yield is 0.890. (2) The reactants are [CH2:1]([C@H:8]1[C@@H:12]([C@H:13]2[CH2:17][C@@H:16]([O:18]CC3C=CC=CC=3)[CH2:15][N:14]2[C:26]([O:28][C:29]([CH3:32])([CH3:31])[CH3:30])=[O:27])[O:11][C:10]([CH3:34])([CH3:33])[N:9]1[C:35]([O:37][CH2:38][CH2:39][Si:40]([CH3:43])([CH3:42])[CH3:41])=[O:36])[C:2]1[CH:7]=[CH:6][CH:5]=[CH:4][CH:3]=1. The catalyst is CCO.[OH-].[OH-].[Pd+2]. The product is [CH2:1]([C@H:8]1[C@@H:12]([C@H:13]2[CH2:17][C@@H:16]([OH:18])[CH2:15][N:14]2[C:26]([O:28][C:29]([CH3:30])([CH3:31])[CH3:32])=[O:27])[O:11][C:10]([CH3:34])([CH3:33])[N:9]1[C:35]([O:37][CH2:38][CH2:39][Si:40]([CH3:43])([CH3:42])[CH3:41])=[O:36])[C:2]1[CH:7]=[CH:6][CH:5]=[CH:4][CH:3]=1. The yield is 0.830.